Predict the reactants needed to synthesize the given product. From a dataset of Full USPTO retrosynthesis dataset with 1.9M reactions from patents (1976-2016). (1) Given the product [C:1]([O:4][C@@H:5]([C@H:6]([N:14]1[CH2:17][C:16]2([CH2:21][CH2:20][CH2:19][NH:18]2)[C:15]1=[O:29])[C:7](=[O:13])[N:8]1[CH2:12][CH2:11][CH2:10][CH2:9]1)[CH3:30])(=[O:3])[CH3:2], predict the reactants needed to synthesize it. The reactants are: [C:1]([O:4][C@H:5]([CH3:30])[C@H:6]([N:14]1[CH2:17][C:16]2([CH2:21][CH2:20][CH2:19][N:18]2C(OC(C)(C)C)=O)[C:15]1=[O:29])[C:7](=[O:13])[N:8]1[CH2:12][CH2:11][CH2:10][CH2:9]1)(=[O:3])[CH3:2]. (2) Given the product [Cl:21][C:22]1[C:27]([C:28]([NH:19][C:14]2[CH:15]=[CH:16][CH:17]=[C:18]3[C:13]=2[N:12]=[CH:11][N:10]=[C:9]3[NH:8][CH:5]2[CH2:6][CH2:7][C:2]([F:1])([F:20])[CH2:3][CH2:4]2)=[O:29])=[C:26]([F:31])[C:25]([CH2:32][NH:33][C:34](=[O:39])[C:35]([CH3:37])([CH3:36])[CH3:38])=[CH:24][CH:23]=1, predict the reactants needed to synthesize it. The reactants are: [F:1][C:2]1([F:20])[CH2:7][CH2:6][CH:5]([NH:8][C:9]2[C:18]3[C:13](=[C:14]([NH2:19])[CH:15]=[CH:16][CH:17]=3)[N:12]=[CH:11][N:10]=2)[CH2:4][CH2:3]1.[Cl:21][C:22]1[C:27]([C:28](O)=[O:29])=[C:26]([F:31])[C:25]([CH2:32][NH:33][C:34](=[O:39])[C:35]([CH3:38])([CH3:37])[CH3:36])=[CH:24][CH:23]=1.C(Cl)(=O)C(Cl)=O.CCN(C(C)C)C(C)C. (3) Given the product [F:30][C:25]1[CH:24]=[C:23]([C:22]2[NH:1][C:2]3=[N:7][C:6]([C:8]4[CH:9]=[N:10][CH:11]=[CH:12][CH:13]=4)=[C:5]([C:14]4[CH:19]=[CH:18][N:17]=[CH:16][C:15]=4[F:20])[CH:4]=[C:3]3[N:21]=2)[CH:28]=[CH:27][C:26]=1[CH3:29], predict the reactants needed to synthesize it. The reactants are: [NH2:1][C:2]1[N:7]=[C:6]([C:8]2[CH:9]=[N:10][CH:11]=[CH:12][CH:13]=2)[C:5]([C:14]2[CH:19]=[CH:18][N:17]=[CH:16][C:15]=2[F:20])=[CH:4][C:3]=1[NH:21][C:22](=O)[C:23]1[CH:28]=[CH:27][C:26]([CH3:29])=[C:25]([F:30])[CH:24]=1.